Dataset: Peptide-MHC class II binding affinity with 134,281 pairs from IEDB. Task: Regression. Given a peptide amino acid sequence and an MHC pseudo amino acid sequence, predict their binding affinity value. This is MHC class II binding data. (1) The binding affinity (normalized) is 0.289. The MHC is DRB1_0701 with pseudo-sequence DRB1_0701. The peptide sequence is WLSLLVPFVQWFVGL. (2) The peptide sequence is RVSGDLKVDPFRPTF. The MHC is DRB1_0101 with pseudo-sequence DRB1_0101. The binding affinity (normalized) is 0.207. (3) The peptide sequence is GRYKDEKDVTDITVK. The MHC is DRB1_1001 with pseudo-sequence DRB1_1001. The binding affinity (normalized) is 0.123. (4) The peptide sequence is KSMKVTVAFNQFGPN. The MHC is HLA-DQA10501-DQB10201 with pseudo-sequence HLA-DQA10501-DQB10201. The binding affinity (normalized) is 0.136. (5) The peptide sequence is HDIYIVMPVFIIKR. The MHC is HLA-DQA10401-DQB10402 with pseudo-sequence HLA-DQA10401-DQB10402. The binding affinity (normalized) is 0.